This data is from Reaction yield outcomes from USPTO patents with 853,638 reactions. The task is: Predict the reaction yield, written as a fraction of the theoretical maximum amount of product (1.0 means a 100% yield; for example, 0.34 means a 34% yield). The reactants are F.F.F.C(N(CC)CC)C.[Si]([O:28][CH2:29][C@H:30]1[O:34][C@@H:33]([N:35]2[CH:42]=[C:41]([CH3:43])[C:39](=[O:40])[NH:38][C:36]2=[O:37])[C@H:32]([O:44][CH2:45][CH2:46][O:47][N:48]([CH3:50])[CH3:49])[C@@H:31]1[OH:51])(C(C)(C)C)(C1C=CC=CC=1)C1C=CC=CC=1.CO. The catalyst is C1COCC1.C(Cl)Cl. The product is [CH3:49][N:48]([CH3:50])[O:47][CH2:46][CH2:45][O:44][C@@H:32]1[C@H:31]([OH:51])[C@@H:30]([CH2:29][OH:28])[O:34][C@H:33]1[N:35]1[CH:42]=[C:41]([CH3:43])[C:39](=[O:40])[NH:38][C:36]1=[O:37]. The yield is 0.925.